This data is from Catalyst prediction with 721,799 reactions and 888 catalyst types from USPTO. The task is: Predict which catalyst facilitates the given reaction. (1) Reactant: C([O:3][C:4]([C:6]1[S:10][C:9]([N:11]2[C:15]3[CH:16]=[C:17]([O:20][CH2:21][C:22]4[CH:27]=[CH:26][CH:25]=[CH:24][CH:23]=4)[CH:18]=[CH:19][C:14]=3[N:13]=[CH:12]2)=[N:8][C:7]=1[C:28]1[CH:33]=[CH:32][CH:31]=[C:30]([Cl:34])[CH:29]=1)=[O:5])C.O1CCCC1.[OH-].[Li+]. Product: [CH2:21]([O:20][C:17]1[CH:18]=[CH:19][C:14]2[N:13]=[CH:12][N:11]([C:9]3[S:10][C:6]([C:4]([OH:5])=[O:3])=[C:7]([C:28]4[CH:33]=[CH:32][CH:31]=[C:30]([Cl:34])[CH:29]=4)[N:8]=3)[C:15]=2[CH:16]=1)[C:22]1[CH:23]=[CH:24][CH:25]=[CH:26][CH:27]=1. The catalyst class is: 6. (2) Reactant: [C:1]([O:5][C:6](=[O:20])[NH:7][CH2:8][CH2:9][N:10]1[C:18]2[C:17](Cl)=[N:16][CH:15]=[N:14][C:13]=2[CH:12]=[CH:11]1)([CH3:4])([CH3:3])[CH3:2].[CH3:21][C:22]1[CH:23]=[C:24]([CH:26]=[CH:27][C:28]=1[O:29][C:30]1[CH:35]=[CH:34][CH:33]=[C:32]([O:36][C:37]([F:42])([F:41])[CH:38]([F:40])[F:39])[CH:31]=1)[NH2:25].C(=O)([O-])O.[Na+]. Product: [C:1]([O:5][C:6](=[O:20])[NH:7][CH2:8][CH2:9][N:10]1[C:18]2[C:17]([NH:25][C:24]3[CH:26]=[CH:27][C:28]([O:29][C:30]4[CH:35]=[CH:34][CH:33]=[C:32]([O:36][C:37]([F:41])([F:42])[CH:38]([F:39])[F:40])[CH:31]=4)=[C:22]([CH3:21])[CH:23]=3)=[N:16][CH:15]=[N:14][C:13]=2[CH:12]=[CH:11]1)([CH3:4])([CH3:3])[CH3:2]. The catalyst class is: 32.